This data is from Reaction yield outcomes from USPTO patents with 853,638 reactions. The task is: Predict the reaction yield, written as a fraction of the theoretical maximum amount of product (1.0 means a 100% yield; for example, 0.34 means a 34% yield). The reactants are [NH2:1][C:2]1[CH:3]=[C:4]([C:8]2[N:16]3[C:11]([C:12]([NH2:17])=[N:13][CH:14]=[N:15]3)=[C:10]([C:18]3[CH:19]=[CH:20][C:21]4[C:25]([CH:26]=3)=[N:24][N:23]([CH2:27][C:28]3[CH:33]=[CH:32][CH:31]=[CH:30][CH:29]=3)[CH:22]=4)[CH:9]=2)[CH:5]=[CH:6][CH:7]=1.[CH3:34][N:35]([CH3:39])[C:36](Cl)=[O:37]. No catalyst specified. The product is [NH2:17][C:12]1[C:11]2=[C:10]([C:18]3[CH:19]=[CH:20][C:21]4[C:25]([CH:26]=3)=[N:24][N:23]([CH2:27][C:28]3[CH:33]=[CH:32][CH:31]=[CH:30][CH:29]=3)[CH:22]=4)[CH:9]=[C:8]([C:4]3[CH:3]=[C:2]([NH:1][C:36](=[O:37])[N:35]([CH3:39])[CH3:34])[CH:7]=[CH:6][CH:5]=3)[N:16]2[N:15]=[CH:14][N:13]=1. The yield is 0.0900.